Predict the product of the given reaction. From a dataset of Forward reaction prediction with 1.9M reactions from USPTO patents (1976-2016). (1) Given the reactants [Br:1][C:2]1[CH:3]=[CH:4][C:5]([C:10](OC)=[O:11])=[N:6][C:7]=1[O:8][CH3:9].CC(C[AlH]CC(C)C)C.C(C(C(C([O-])=O)O)O)([O-])=O, predict the reaction product. The product is: [Br:1][C:2]1[CH:3]=[CH:4][C:5]([CH2:10][OH:11])=[N:6][C:7]=1[O:8][CH3:9]. (2) Given the reactants S(=O)(=O)(O)O.[CH2:6]([C:9]1[C:10]([NH2:15])=[N:11][CH:12]=[CH:13][CH:14]=1)[CH2:7][CH3:8].[OH-].[NH4+].[N+:18]([O-])([OH:20])=[O:19], predict the reaction product. The product is: [CH2:6]([C:9]1[C:10]([NH2:15])=[N:11][CH:12]=[C:13]([N+:18]([O-:20])=[O:19])[CH:14]=1)[CH2:7][CH3:8]. (3) The product is: [N+:1]([C:4]1[CH:5]=[CH:6][C:7]2[O:12][C@:11]([CH3:18])([CH:13]([O:16][CH3:17])[O:14][CH3:15])[C@H:10]([OH:19])[C@@H:9]([N:28]([C:23]3[CH:24]=[CH:25][CH:26]=[CH:27][C:22]=3[OH:21])[CH2:29][C:30]3[N:31]=[N:32][N:33]([CH3:35])[N:34]=3)[C:8]=2[CH:20]=1)([O-:3])=[O:2]. Given the reactants [N+:1]([C:4]1[CH:5]=[CH:6][C:7]2[O:12][C@:11]([CH3:18])([CH:13]([O:16][CH3:17])[O:14][CH3:15])[C@@H:10]3[O:19][C@@H:9]3[C:8]=2[CH:20]=1)([O-:3])=[O:2].[OH:21][C:22]1[CH:27]=[CH:26][CH:25]=[CH:24][C:23]=1[NH:28][CH2:29][C:30]1[N:31]=[N:32][N:33]([CH3:35])[N:34]=1, predict the reaction product. (4) Given the reactants [CH3:1][N:2]1[CH:6]=[CH:5][CH:4]=[C:3]1[CH2:7][CH2:8][N:9]1C(=O)C2C(=CC=CC=2)C1=O.O.NN, predict the reaction product. The product is: [CH3:1][N:2]1[CH:6]=[CH:5][CH:4]=[C:3]1[CH2:7][CH2:8][NH2:9].